From a dataset of Full USPTO retrosynthesis dataset with 1.9M reactions from patents (1976-2016). Predict the reactants needed to synthesize the given product. (1) The reactants are: [C:1]([C@@H:9]1[CH2:14][C@H:13]([O:15][Si:16]([C:19]([CH3:22])([CH3:21])[CH3:20])([CH3:18])[CH3:17])[CH2:12][C@H:11]([OH:23])[C@H:10]1[CH2:24][C:25](=[O:32])[C:26]1[CH:31]=[CH:30][CH:29]=[CH:28][CH:27]=1)(=[O:8])[C:2]1[CH:7]=[CH:6][CH:5]=[CH:4][CH:3]=1.C(N(CC)CC)C.[CH3:40][S:41](Cl)(=[O:43])=[O:42]. Given the product [C:1]([C@@H:9]1[CH2:14][C@H:13]([O:15][Si:16]([C:19]([CH3:20])([CH3:22])[CH3:21])([CH3:17])[CH3:18])[CH2:12][C@H:11]([O:23][S:41]([CH3:40])(=[O:43])=[O:42])[C@H:10]1[CH2:24][C:25](=[O:32])[C:26]1[CH:27]=[CH:28][CH:29]=[CH:30][CH:31]=1)(=[O:8])[C:2]1[CH:7]=[CH:6][CH:5]=[CH:4][CH:3]=1, predict the reactants needed to synthesize it. (2) Given the product [Br:1][C:2]1[CH:3]=[CH:4][C:5]([O:6][C:7]2[CH:12]=[CH:11][C:10]([F:13])=[CH:9][C:8]=2[NH:14][S:15]([C:18]2[CH:26]=[CH:25][C:21]([C:22]([NH:44][CH2:43][CH2:42][N:39]3[CH2:38][CH2:37][N:36]([C:34]4[CH:33]=[CH:32][CH:31]=[C:30]([CH3:29])[N:35]=4)[CH2:41][CH2:40]3)=[O:24])=[CH:20][CH:19]=2)(=[O:17])=[O:16])=[CH:27][CH:28]=1, predict the reactants needed to synthesize it. The reactants are: [Br:1][C:2]1[CH:28]=[CH:27][C:5]([O:6][C:7]2[CH:12]=[CH:11][C:10]([F:13])=[CH:9][C:8]=2[NH:14][S:15]([C:18]2[CH:26]=[CH:25][C:21]([C:22]([OH:24])=O)=[CH:20][CH:19]=2)(=[O:17])=[O:16])=[CH:4][CH:3]=1.[CH3:29][C:30]1[N:35]=[C:34]([N:36]2[CH2:41][CH2:40][N:39]([CH2:42][CH2:43][NH2:44])[CH2:38][CH2:37]2)[CH:33]=[CH:32][CH:31]=1. (3) Given the product [CH3:26][O:25][C:23]([C:22]1[CH:27]=[CH:28][C:19]([CH2:18][CH2:17][CH:4]([C:5]([O:7][CH2:8][CH:9]=[CH2:10])=[O:6])[C:3]([O:12][CH2:13][CH:14]=[CH2:15])=[O:11])=[CH:20][CH:21]=1)=[O:24], predict the reactants needed to synthesize it. The reactants are: [H-].[Na+].[C:3]([O:12][CH2:13][CH:14]=[CH2:15])(=[O:11])[CH2:4][C:5]([O:7][CH2:8][CH:9]=[CH2:10])=[O:6].Br[CH2:17][CH2:18][C:19]1[CH:28]=[CH:27][C:22]([C:23]([O:25][CH3:26])=[O:24])=[CH:21][CH:20]=1.[Cl-].[NH4+]. (4) Given the product [F:21][C:22]1[CH:27]=[CH:26][CH:25]=[CH:24][C:23]=1[C:28]1[N:31]=[C:18]([C:11]2[N:10]=[N:9][N:8]([C:3]3[CH:4]=[CH:5][CH:6]=[CH:7][C:2]=3[F:1])[C:12]=2[CH:13]2[CH2:17][CH2:16][CH2:15][O:14]2)[O:20][N:29]=1, predict the reactants needed to synthesize it. The reactants are: [F:1][C:2]1[CH:7]=[CH:6][CH:5]=[CH:4][C:3]=1[N:8]1[C:12]([CH:13]2[CH2:17][CH2:16][CH2:15][O:14]2)=[C:11]([C:18]([OH:20])=O)[N:10]=[N:9]1.[F:21][C:22]1[CH:27]=[CH:26][CH:25]=[CH:24][C:23]=1[C:28](=[NH:31])[NH:29]O. (5) Given the product [OH:1][C:2]([CH3:16])([CH3:15])[CH2:3][CH2:4][NH:5][C:6]([C:8]1[N:9]=[N:10][C:11]([N:20]2[CH2:21][CH2:22][N:17]([C:23](=[O:24])[C:25]3[CH:30]=[CH:29][CH:28]=[CH:27][C:26]=3[C:31]([F:34])([F:32])[F:33])[CH2:18][CH2:19]2)=[CH:12][CH:13]=1)=[O:7], predict the reactants needed to synthesize it. The reactants are: [OH:1][C:2]([CH3:16])([CH3:15])[CH2:3][CH2:4][NH:5][C:6]([C:8]1[N:9]=[N:10][C:11](Cl)=[CH:12][CH:13]=1)=[O:7].[N:17]1([C:23]([C:25]2[CH:30]=[CH:29][CH:28]=[CH:27][C:26]=2[C:31]([F:34])([F:33])[F:32])=[O:24])[CH2:22][CH2:21][NH:20][CH2:19][CH2:18]1.